The task is: Predict the reactants needed to synthesize the given product.. This data is from Full USPTO retrosynthesis dataset with 1.9M reactions from patents (1976-2016). (1) Given the product [CH2:10]([O:12][CH:13]([O:16][CH2:17][CH3:18])[CH2:14][S:9][C:4]1[CH:5]=[CH:6][CH:7]=[CH:8][C:3]=1[CH3:2])[CH3:11], predict the reactants needed to synthesize it. The reactants are: [Na].[CH3:2][C:3]1[CH:8]=[CH:7][CH:6]=[CH:5][C:4]=1[SH:9].[CH2:10]([O:12][CH:13]([O:16][CH2:17][CH3:18])[CH2:14]Br)[CH3:11]. (2) Given the product [CH2:18]([NH:20][C:21](=[O:22])[NH:23][C:24]1[N:25]=[CH:26][C:27]([C:2]2[CH:3]=[N:4][C:5]([O:13][CH2:14][CH2:15][O:16][CH3:17])=[C:6]([C:7]([O:9][CH2:10][CH3:11])=[O:8])[CH:12]=2)=[C:28]([C:30]2[S:31][CH:32]=[C:33]([C:35]([F:38])([F:37])[F:36])[N:34]=2)[CH:29]=1)[CH3:19], predict the reactants needed to synthesize it. The reactants are: Br[C:2]1[CH:3]=[N:4][C:5]([O:13][CH2:14][CH2:15][O:16][CH3:17])=[C:6]([CH:12]=1)[C:7]([O:9][CH2:10][CH3:11])=[O:8].[CH2:18]([NH:20][C:21]([NH:23][C:24]1[CH:29]=[C:28]([C:30]2[S:31][CH:32]=[C:33]([C:35]([F:38])([F:37])[F:36])[N:34]=2)[C:27](B2OC(C)(C)C(C)(C)O2)=[CH:26][N:25]=1)=[O:22])[CH3:19].C([O-])([O-])=O.[Cs+].[Cs+].